Dataset: Merck oncology drug combination screen with 23,052 pairs across 39 cell lines. Task: Regression. Given two drug SMILES strings and cell line genomic features, predict the synergy score measuring deviation from expected non-interaction effect. (1) Drug 1: O=c1[nH]cc(F)c(=O)[nH]1. Drug 2: O=C(CCCCCCC(=O)Nc1ccccc1)NO. Cell line: EFM192B. Synergy scores: synergy=0.249. (2) Drug 1: Nc1ccn(C2OC(CO)C(O)C2(F)F)c(=O)n1. Drug 2: C#Cc1cccc(Nc2ncnc3cc(OCCOC)c(OCCOC)cc23)c1. Cell line: ES2. Synergy scores: synergy=4.40. (3) Drug 1: O=P1(N(CCCl)CCCl)NCCCO1. Drug 2: Cn1c(=O)n(-c2ccc(C(C)(C)C#N)cc2)c2c3cc(-c4cnc5ccccc5c4)ccc3ncc21. Cell line: UWB1289. Synergy scores: synergy=32.1. (4) Drug 1: CCN(CC)CCNC(=O)c1c(C)[nH]c(C=C2C(=O)Nc3ccc(F)cc32)c1C. Drug 2: C#Cc1cccc(Nc2ncnc3cc(OCCOC)c(OCCOC)cc23)c1. Cell line: EFM192B. Synergy scores: synergy=9.75.